This data is from NCI-60 drug combinations with 297,098 pairs across 59 cell lines. The task is: Regression. Given two drug SMILES strings and cell line genomic features, predict the synergy score measuring deviation from expected non-interaction effect. (1) Drug 1: C1=CC(=C2C(=C1NCCNCCO)C(=O)C3=C(C=CC(=C3C2=O)O)O)NCCNCCO. Drug 2: CC1C(C(CC(O1)OC2CC(OC(C2O)C)OC3=CC4=CC5=C(C(=O)C(C(C5)C(C(=O)C(C(C)O)O)OC)OC6CC(C(C(O6)C)O)OC7CC(C(C(O7)C)O)OC8CC(C(C(O8)C)O)(C)O)C(=C4C(=C3C)O)O)O)O. Cell line: TK-10. Synergy scores: CSS=39.3, Synergy_ZIP=3.61, Synergy_Bliss=5.10, Synergy_Loewe=-3.45, Synergy_HSA=5.12. (2) Drug 1: CS(=O)(=O)CCNCC1=CC=C(O1)C2=CC3=C(C=C2)N=CN=C3NC4=CC(=C(C=C4)OCC5=CC(=CC=C5)F)Cl. Drug 2: CC1=C(C(=CC=C1)Cl)NC(=O)C2=CN=C(S2)NC3=CC(=NC(=N3)C)N4CCN(CC4)CCO. Cell line: T-47D. Synergy scores: CSS=27.6, Synergy_ZIP=-5.99, Synergy_Bliss=-4.29, Synergy_Loewe=7.06, Synergy_HSA=7.75. (3) Drug 1: CC12CCC(CC1=CCC3C2CCC4(C3CC=C4C5=CN=CC=C5)C)O. Drug 2: N.N.Cl[Pt+2]Cl. Cell line: NCIH23. Synergy scores: CSS=9.10, Synergy_ZIP=-0.728, Synergy_Bliss=3.14, Synergy_Loewe=0.650, Synergy_HSA=1.71. (4) Drug 1: C1=NC(=NC(=O)N1C2C(C(C(O2)CO)O)O)N. Drug 2: CN(C(=O)NC(C=O)C(C(C(CO)O)O)O)N=O. Cell line: HT29. Synergy scores: CSS=10.5, Synergy_ZIP=-6.22, Synergy_Bliss=2.74, Synergy_Loewe=-14.9, Synergy_HSA=1.71. (5) Drug 1: CC12CCC3C(C1CCC2OP(=O)(O)O)CCC4=C3C=CC(=C4)OC(=O)N(CCCl)CCCl.[Na+]. Drug 2: COCCOC1=C(C=C2C(=C1)C(=NC=N2)NC3=CC=CC(=C3)C#C)OCCOC.Cl. Cell line: SN12C. Synergy scores: CSS=-10.3, Synergy_ZIP=18.0, Synergy_Bliss=24.1, Synergy_Loewe=-11.3, Synergy_HSA=-0.884.